From a dataset of Reaction yield outcomes from USPTO patents with 853,638 reactions. Predict the reaction yield, written as a fraction of the theoretical maximum amount of product (1.0 means a 100% yield; for example, 0.34 means a 34% yield). The reactants are OC1CCN(CC2C=CC=CC=2)CC1.C([N:22]1[CH2:27][CH2:26][CH:25]([O:28][C:29](=[O:43])[NH:30][C:31]2[CH:36]=[CH:35][CH:34]=[CH:33][C:32]=2[C:37]2[CH:42]=[CH:41][CH:40]=[CH:39][CH:38]=2)[CH2:24][CH2:23]1)C1C=CC=CC=1.Cl.C([O-])=O.[NH4+]. The catalyst is C(O)C. The product is [NH:22]1[CH2:23][CH2:24][CH:25]([O:28][C:29](=[O:43])[NH:30][C:31]2[CH:36]=[CH:35][CH:34]=[CH:33][C:32]=2[C:37]2[CH:42]=[CH:41][CH:40]=[CH:39][CH:38]=2)[CH2:26][CH2:27]1. The yield is 1.00.